Dataset: Catalyst prediction with 721,799 reactions and 888 catalyst types from USPTO. Task: Predict which catalyst facilitates the given reaction. (1) Reactant: CC1C=CC(S(O[CH2:12][C@@H:13]2[O:18][C:17]3[CH:19]=[C:20]([C:23]([F:26])([F:25])[F:24])[CH:21]=[CH:22][C:16]=3[O:15][CH2:14]2)(=O)=O)=CC=1.[NH2:27][CH2:28][CH2:29][OH:30]. Product: [F:26][C:23]([F:24])([F:25])[C:20]1[CH:21]=[CH:22][C:16]2[O:15][CH2:14][C@H:13]([CH2:12][NH:27][CH2:28][CH2:29][OH:30])[O:18][C:17]=2[CH:19]=1. The catalyst class is: 10. (2) The catalyst class is: 538. Product: [CH3:10][O:11][C:12](=[O:38])[C@@H:13]([NH:23][C:24]([C:26]1[C:31]([CH3:32])=[N:30][C:29]([NH:33][CH2:34][C:35]#[C:36][C:2]2[CH:7]=[CH:6][CH:5]=[C:4]([OH:8])[C:3]=2[CH3:9])=[N:28][C:27]=1[CH3:37])=[O:25])[CH2:14][NH:15][C:16]([C:18]1[S:19][CH:20]=[CH:21][CH:22]=1)=[O:17]. Reactant: I[C:2]1[C:3]([CH3:9])=[C:4]([OH:8])[CH:5]=[CH:6][CH:7]=1.[CH3:10][O:11][C:12](=[O:38])[C@@H:13]([NH:23][C:24]([C:26]1[C:27]([CH3:37])=[N:28][C:29]([NH:33][CH2:34][C:35]#[CH:36])=[N:30][C:31]=1[CH3:32])=[O:25])[CH2:14][NH:15][C:16]([C:18]1[S:19][CH:20]=[CH:21][CH:22]=1)=[O:17].CCN(CC)CC. (3) Reactant: [O:1]1[CH2:3][C@@H:2]1[CH2:4][O:5][C@@H:6]([C:8]1[CH:13]=[CH:12][CH:11]=[CH:10][C:9]=1[CH2:14][CH2:15][C:16]([O:18][CH3:19])=[O:17])[CH3:7].[CH3:20][C:21]([NH2:34])([CH3:33])[CH2:22][C:23]1[CH:32]=[CH:31][C:30]2[C:25](=[CH:26][CH:27]=[CH:28][CH:29]=2)[CH:24]=1.Cl([O-])(=O)(=O)=O.[Li+]. The catalyst class is: 10. Product: [OH:1][C@H:2]([CH2:3][NH:34][C:21]([CH3:33])([CH3:20])[CH2:22][C:23]1[CH:32]=[CH:31][C:30]2[C:25](=[CH:26][CH:27]=[CH:28][CH:29]=2)[CH:24]=1)[CH2:4][O:5][C@@H:6]([C:8]1[CH:13]=[CH:12][CH:11]=[CH:10][C:9]=1[CH2:14][CH2:15][C:16]([O:18][CH3:19])=[O:17])[CH3:7]. (4) Reactant: [CH:1]1N=C[N:3]([C:6]([N:8]2C=N[CH:10]=[CH:9]2)=[O:7])[CH:2]=1.[CH3:13][C:14]1[CH:19]=CC(N)=[CH:16][C:15]=1[B:21]1[O:25][C:24]([CH3:27])([CH3:26])[C:23]([CH3:29])([CH3:28])[O:22]1.[CH:30]1(N)CC1. Product: [CH:9]1([NH:8][C:6]([NH:3][C:2]2[CH:1]=[CH:13][C:14]([CH3:19])=[C:15]([B:21]3[O:22][C:23]([CH3:29])([CH3:28])[C:24]([CH3:26])([CH3:27])[O:25]3)[CH:16]=2)=[O:7])[CH2:10][CH2:30]1. The catalyst class is: 1. (5) Reactant: Br[C:2]1[S:3][CH:4]=[CH:5][CH:6]=1.[Li]CCCC.[Cl:12][C:13]1[CH:18]=[CH:17][CH:16]=[CH:15][C:14]=1[C:19]1[N:20]([C:35]2[CH:40]=[CH:39][C:38]([Cl:41])=[CH:37][CH:36]=2)[C:21]([CH2:33][CH3:34])=[C:22]([C:24](N2CCC(=O)CC2)=[O:25])[N:23]=1. Product: [Cl:12][C:13]1[CH:18]=[CH:17][CH:16]=[CH:15][C:14]=1[C:19]1[N:20]([C:35]2[CH:36]=[CH:37][C:38]([Cl:41])=[CH:39][CH:40]=2)[C:21]([CH2:33][CH3:34])=[C:22]([C:24]([C:2]2[S:3][CH:4]=[CH:5][CH:6]=2)=[O:25])[N:23]=1. The catalyst class is: 134. (6) Reactant: Cl[C:2]1[CH:7]=[C:6]([CH:8]2[CH2:11][N:10]([C:12]([O:14][C:15]([CH3:18])([CH3:17])[CH3:16])=[O:13])[CH2:9]2)[CH:5]=[C:4]([N:19]2[CH2:23][CH2:22][C:21]([F:25])([F:24])[CH2:20]2)[N:3]=1.CC1(C)C2C(=C(P(C3C=CC=CC=3)C3C=CC=CC=3)C=CC=2)OC2C(P(C3C=CC=CC=3)C3C=CC=CC=3)=CC=CC1=2.[NH2:68][C:69]1[CH:74]=[C:73]([C:75]([F:78])([F:77])[F:76])[CH:72]=[CH:71][N:70]=1.O1CCOCC1.C(=O)([O-])[O-].[Cs+].[Cs+]. Product: [F:25][C:21]1([F:24])[CH2:22][CH2:23][N:19]([C:4]2[CH:5]=[C:6]([CH:8]3[CH2:11][N:10]([C:12]([O:14][C:15]([CH3:17])([CH3:16])[CH3:18])=[O:13])[CH2:9]3)[CH:7]=[C:2]([NH:68][C:69]3[CH:74]=[C:73]([C:75]([F:77])([F:76])[F:78])[CH:72]=[CH:71][N:70]=3)[N:3]=2)[CH2:20]1. The catalyst class is: 110.